Dataset: Reaction yield outcomes from USPTO patents with 853,638 reactions. Task: Predict the reaction yield, written as a fraction of the theoretical maximum amount of product (1.0 means a 100% yield; for example, 0.34 means a 34% yield). (1) The reactants are [CH3:1][C:2]([CH3:22])([CH3:21])[C@H:3]([OH:20])[CH2:4][C:5]1[O:6][C:7]([C:10]2[CH:15]=[CH:14][C:13]([C:16]([F:19])([F:18])[F:17])=[CH:12][CH:11]=2)=[N:8][N:9]=1.C([Li])CCC.Cl[C:29]([O:31][C:32]1[CH:37]=[CH:36][C:35]([N+:38]([O-:40])=[O:39])=[CH:34][CH:33]=1)=[O:30].ClCCl. The catalyst is O1CCCC1.C(OCC)(=O)C. The product is [C:29](=[O:30])([O:31][C:32]1[CH:33]=[CH:34][C:35]([N+:38]([O-:40])=[O:39])=[CH:36][CH:37]=1)[O:20][C@H:3]([CH2:4][C:5]1[O:6][C:7]([C:10]2[CH:15]=[CH:14][C:13]([C:16]([F:19])([F:18])[F:17])=[CH:12][CH:11]=2)=[N:8][N:9]=1)[C:2]([CH3:22])([CH3:21])[CH3:1]. The yield is 0.460. (2) The reactants are [CH:1]1[C:2](=[O:16])[CH:3]=[CH:4][C:5]2=[N:6][C:7]3[CH:15]=[CH:14][CH:13]=[CH:12][C:8]=3[CH:9]=[CH:10][C:11]=12.[O-]S(S([O-])=O)=O.[Na+].[Na+]. The catalyst is C(Cl)(Cl)Cl.O. The product is [CH:1]1[C:11]2[CH:10]=[CH:9][C:8]3[CH:12]=[CH:13][CH:14]=[CH:15][C:7]=3[NH:6][C:5]=2[CH:4]=[CH:3][C:2]=1[OH:16]. The yield is 0.650. (3) The reactants are [C:1]([O:5][C:6]([N:8]1[CH2:13][CH2:12][C:11]([CH2:21][C:22]2[CH:27]=[CH:26][C:25]([Cl:28])=[CH:24][CH:23]=2)([NH:14][S:15]([C:17]([CH3:20])([CH3:19])[CH3:18])=[O:16])[CH2:10][CH2:9]1)=[O:7])([CH3:4])([CH3:3])[CH3:2].[H-].[Na+].[CH3:31]I.O. The catalyst is CN(C=O)C. The product is [C:1]([O:5][C:6]([N:8]1[CH2:13][CH2:12][C:11]([CH2:21][C:22]2[CH:27]=[CH:26][C:25]([Cl:28])=[CH:24][CH:23]=2)([N:14]([CH3:31])[S:15]([C:17]([CH3:20])([CH3:18])[CH3:19])=[O:16])[CH2:10][CH2:9]1)=[O:7])([CH3:2])([CH3:3])[CH3:4]. The yield is 0.770. (4) The reactants are [Li+].C[Si]([N-][Si](C)(C)C)(C)C.[CH3:11][O:12][C:13]([C:15]1([CH2:29][CH3:30])[CH2:19][C:18](=[O:20])[N:17]([C:21]2[C:26]([CH3:27])=[CH:25][CH:24]=[CH:23][C:22]=2[CH3:28])[CH2:16]1)=[O:14].[NH4+].[Cl-].C1C[O:36]CC1. No catalyst specified. The product is [CH3:11][O:12][C:13]([C:15]1([CH2:29][CH3:30])[CH:19]([OH:36])[C:18](=[O:20])[N:17]([C:21]2[C:26]([CH3:27])=[CH:25][CH:24]=[CH:23][C:22]=2[CH3:28])[CH2:16]1)=[O:14]. The yield is 1.00. (5) The reactants are [Cl-].[Al+3].[Cl-].[Cl-].[Br:5][C:6]1[CH:7]=[C:8]2[CH:14]=[CH:13][NH:12][C:9]2=[N:10][CH:11]=1.[C:15](Cl)(=[O:17])[CH3:16]. The catalyst is C(Cl)Cl. The product is [Br:5][C:6]1[CH:7]=[C:8]2[C:14]([C:15](=[O:17])[CH3:16])=[CH:13][NH:12][C:9]2=[N:10][CH:11]=1. The yield is 0.930. (6) The catalyst is CN(C)C=O.O. The reactants are [CH2:1]([O:4][C:5]1[CH:13]=[C:12]([O:14][CH2:15][CH:16]=[CH2:17])[C:11]([CH2:18][C:19]#[C:20][CH3:21])=[CH:10][C:6]=1[C:7]([OH:9])=O)[CH:2]=[CH2:3].[N:22]1([CH2:28][C:29]2[CH:34]=[CH:33][C:32]([NH2:35])=[CH:31][CH:30]=2)[CH2:27][CH2:26][O:25][CH2:24][CH2:23]1.O.ON1C2C=CC=CC=2N=N1.Cl.C(N=C=NCCCN(C)C)C. The product is [CH2:1]([O:4][C:5]1[CH:13]=[C:12]([O:14][CH2:15][CH:16]=[CH2:17])[C:11]([CH2:18][C:19]#[C:20][CH3:21])=[CH:10][C:6]=1[C:7]([NH:35][C:32]1[CH:31]=[CH:30][C:29]([CH2:28][N:22]2[CH2:23][CH2:24][O:25][CH2:26][CH2:27]2)=[CH:34][CH:33]=1)=[O:9])[CH:2]=[CH2:3]. The yield is 0.820. (7) The reactants are [CH2:1]([P:4]([CH:9]([P:34]([CH2:39][CH:40]=[CH2:41])([CH2:36][CH:37]=[CH2:38])=[O:35])[NH:10][C:11](=[O:33])[NH:12][CH2:13][CH2:14][CH2:15][C:16]([O:18]CC1C2C=CC=CC=2C2C1=CC=CC=2)=[O:17])([CH2:6][CH:7]=[CH2:8])=[O:5])[CH:2]=[CH2:3].N1CCCCC1. The catalyst is CN(C=O)C.C([O-])(O)=O.[Na+]. The product is [CH2:1]([P:4]([CH:9]([P:34]([CH2:36][CH:37]=[CH2:38])([CH2:39][CH:40]=[CH2:41])=[O:35])[NH:10][C:11](=[O:33])[NH:12][CH2:13][CH2:14][CH2:15][C:16]([OH:18])=[O:17])([CH2:6][CH:7]=[CH2:8])=[O:5])[CH:2]=[CH2:3]. The yield is 0.920. (8) The reactants are [F:1][C:2]([F:7])([F:6])[C:3]([OH:5])=[O:4].[CH2:8]([N:10]([CH2:49][CH3:50])[CH2:11][CH2:12][CH2:13][NH:14][C:15]1[N:16]=[C:17]([C:34]2[CH:35]=[C:36]([CH:44]=[C:45]([F:48])[C:46]=2[CH3:47])[C:37]([O:39]C(C)(C)C)=[O:38])[C:18]2[CH:24]=[CH:23][C:22](=[O:25])[N:21]([C:26]3[C:31]([F:32])=[CH:30][CH:29]=[CH:28][C:27]=3[F:33])[C:19]=2[N:20]=1)[CH3:9].ClCCl.C(O)(C(F)(F)F)=O.C([SiH](CC)CC)C. No catalyst specified. The product is [F:1][C:2]([F:7])([F:6])[C:3]([OH:5])=[O:4].[CH2:49]([N:10]([CH2:8][CH3:9])[CH2:11][CH2:12][CH2:13][NH:14][C:15]1[N:16]=[C:17]([C:34]2[CH:35]=[C:36]([CH:44]=[C:45]([F:48])[C:46]=2[CH3:47])[C:37]([OH:39])=[O:38])[C:18]2[CH:24]=[CH:23][C:22](=[O:25])[N:21]([C:26]3[C:27]([F:33])=[CH:28][CH:29]=[CH:30][C:31]=3[F:32])[C:19]=2[N:20]=1)[CH3:50]. The yield is 0.400.